Dataset: Peptide-MHC class I binding affinity with 185,985 pairs from IEDB/IMGT. Task: Regression. Given a peptide amino acid sequence and an MHC pseudo amino acid sequence, predict their binding affinity value. This is MHC class I binding data. (1) The peptide sequence is NTGMGMYYPT. The MHC is HLA-A02:02 with pseudo-sequence HLA-A02:02. The binding affinity (normalized) is 0.0701. (2) The peptide sequence is WLSMTDEMR. The MHC is HLA-A11:01 with pseudo-sequence HLA-A11:01. The binding affinity (normalized) is 0.00705. (3) The peptide sequence is LYSFALMLI. The binding affinity (normalized) is 0.213. The MHC is HLA-A26:01 with pseudo-sequence HLA-A26:01.